Dataset: Reaction yield outcomes from USPTO patents with 853,638 reactions. Task: Predict the reaction yield, written as a fraction of the theoretical maximum amount of product (1.0 means a 100% yield; for example, 0.34 means a 34% yield). The reactants are [F:1][C:2]1[CH:8]=[CH:7][C:5]([NH2:6])=[CH:4][CH:3]=1.[N+:9]([O-:12])([OH:11])=[O:10].[N:13]#[C:14][NH2:15]. The catalyst is CCO. The product is [N+:9]([O-:12])([OH:11])=[O:10].[F:1][C:2]1[CH:8]=[CH:7][C:5]([NH:6][C:14]([NH2:15])=[NH:13])=[CH:4][CH:3]=1. The yield is 0.470.